Dataset: NCI-60 drug combinations with 297,098 pairs across 59 cell lines. Task: Regression. Given two drug SMILES strings and cell line genomic features, predict the synergy score measuring deviation from expected non-interaction effect. (1) Drug 1: C1=CC(=CC=C1CC(C(=O)O)N)N(CCCl)CCCl.Cl. Drug 2: C(CCl)NC(=O)N(CCCl)N=O. Cell line: SK-MEL-2. Synergy scores: CSS=7.68, Synergy_ZIP=0.181, Synergy_Bliss=2.86, Synergy_Loewe=0.165, Synergy_HSA=0.172. (2) Drug 1: CC1CCC2CC(C(=CC=CC=CC(CC(C(=O)C(C(C(=CC(C(=O)CC(OC(=O)C3CCCCN3C(=O)C(=O)C1(O2)O)C(C)CC4CCC(C(C4)OC)OCCO)C)C)O)OC)C)C)C)OC. Drug 2: CS(=O)(=O)OCCCCOS(=O)(=O)C. Cell line: SK-MEL-5. Synergy scores: CSS=17.4, Synergy_ZIP=-2.18, Synergy_Bliss=0.248, Synergy_Loewe=-28.1, Synergy_HSA=1.67. (3) Drug 1: CC1C(C(CC(O1)OC2CC(OC(C2O)C)OC3=CC4=CC5=C(C(=O)C(C(C5)C(C(=O)C(C(C)O)O)OC)OC6CC(C(C(O6)C)O)OC7CC(C(C(O7)C)O)OC8CC(C(C(O8)C)O)(C)O)C(=C4C(=C3C)O)O)O)O. Cell line: MDA-MB-435. Synergy scores: CSS=61.2, Synergy_ZIP=-1.59, Synergy_Bliss=-2.54, Synergy_Loewe=-36.3, Synergy_HSA=-0.368. Drug 2: CC12CCC3C(C1CCC2O)C(CC4=C3C=CC(=C4)O)CCCCCCCCCS(=O)CCCC(C(F)(F)F)(F)F. (4) Drug 1: CS(=O)(=O)CCNCC1=CC=C(O1)C2=CC3=C(C=C2)N=CN=C3NC4=CC(=C(C=C4)OCC5=CC(=CC=C5)F)Cl. Drug 2: CC1C(C(CC(O1)OC2CC(CC3=C2C(=C4C(=C3O)C(=O)C5=C(C4=O)C(=CC=C5)OC)O)(C(=O)CO)O)N)O.Cl. Cell line: HOP-92. Synergy scores: CSS=40.9, Synergy_ZIP=0.987, Synergy_Bliss=5.84, Synergy_Loewe=-3.80, Synergy_HSA=6.67. (5) Drug 1: CC1=C(C=C(C=C1)NC2=NC=CC(=N2)N(C)C3=CC4=NN(C(=C4C=C3)C)C)S(=O)(=O)N.Cl. Drug 2: COC1=CC(=CC(=C1O)OC)C2C3C(COC3=O)C(C4=CC5=C(C=C24)OCO5)OC6C(C(C7C(O6)COC(O7)C8=CC=CS8)O)O. Cell line: OVCAR-4. Synergy scores: CSS=-3.87, Synergy_ZIP=-1.26, Synergy_Bliss=-3.96, Synergy_Loewe=-2.51, Synergy_HSA=-2.07. (6) Drug 1: CN(C)C1=NC(=NC(=N1)N(C)C)N(C)C. Drug 2: COCCOC1=C(C=C2C(=C1)C(=NC=N2)NC3=CC=CC(=C3)C#C)OCCOC.Cl. Cell line: MCF7. Synergy scores: CSS=2.64, Synergy_ZIP=0.733, Synergy_Bliss=1.52, Synergy_Loewe=-17.1, Synergy_HSA=-1.82. (7) Cell line: HT29. Synergy scores: CSS=16.5, Synergy_ZIP=-7.62, Synergy_Bliss=-8.97, Synergy_Loewe=-13.0, Synergy_HSA=-8.53. Drug 2: CCN(CC)CCCC(C)NC1=C2C=C(C=CC2=NC3=C1C=CC(=C3)Cl)OC. Drug 1: CCC1(CC2CC(C3=C(CCN(C2)C1)C4=CC=CC=C4N3)(C5=C(C=C6C(=C5)C78CCN9C7C(C=CC9)(C(C(C8N6C)(C(=O)OC)O)OC(=O)C)CC)OC)C(=O)OC)O.OS(=O)(=O)O. (8) Drug 1: CC1=C2C(C(=O)C3(C(CC4C(C3C(C(C2(C)C)(CC1OC(=O)C(C(C5=CC=CC=C5)NC(=O)C6=CC=CC=C6)O)O)OC(=O)C7=CC=CC=C7)(CO4)OC(=O)C)O)C)OC(=O)C. Drug 2: CC1=C2C(C(=O)C3(C(CC4C(C3C(C(C2(C)C)(CC1OC(=O)C(C(C5=CC=CC=C5)NC(=O)OC(C)(C)C)O)O)OC(=O)C6=CC=CC=C6)(CO4)OC(=O)C)O)C)O. Cell line: NCI-H226. Synergy scores: CSS=27.2, Synergy_ZIP=-7.83, Synergy_Bliss=-1.67, Synergy_Loewe=0.388, Synergy_HSA=0.344.